This data is from Full USPTO retrosynthesis dataset with 1.9M reactions from patents (1976-2016). The task is: Predict the reactants needed to synthesize the given product. (1) Given the product [Br:10][C:8]1[CH:7]=[N:6][CH:5]=[C:4]([CH2:3][O:2][CH3:1])[CH:9]=1, predict the reactants needed to synthesize it. The reactants are: [CH3:1][O:2][C:3](=O)[C:4]1[CH:9]=[C:8]([Br:10])[CH:7]=[N:6][CH:5]=1.ICC. (2) The reactants are: [Na].[CH3:2][C:3]([C:5]1[CH:10]=[CH:9][C:8]([O:11][CH3:12])=[CH:7][CH:6]=1)=[O:4].Cl[C:14]1[N:22]=[C:21]([Cl:23])[CH:20]=[CH:19][C:15]=1[C:16]([OH:18])=[O:17]. Given the product [Cl:23][C:21]1[CH:20]=[CH:19][C:15]([C:16]([OH:18])=[O:17])=[C:14]([CH2:2][C:3]([C:5]2[CH:10]=[CH:9][C:8]([O:11][CH3:12])=[CH:7][CH:6]=2)=[O:4])[N:22]=1, predict the reactants needed to synthesize it. (3) Given the product [C:1]([NH:5][S:6]([C:9]1[CH:31]=[CH:30][C:12]2[C:13]([NH:16][CH2:17][CH2:18][CH2:19][NH:20][C:21]([C:22]3[CH:27]=[CH:26][C:25]([C:37]4[CH:38]=[CH:39][C:34]([O:33][CH3:32])=[CH:35][CH:36]=4)=[CH:24][CH:23]=3)=[O:29])=[N:14][S:15][C:11]=2[CH:10]=1)(=[O:8])=[O:7])([CH3:4])([CH3:3])[CH3:2], predict the reactants needed to synthesize it. The reactants are: [C:1]([NH:5][S:6]([C:9]1[CH:31]=[CH:30][C:12]2[C:13]([NH:16][CH2:17][CH2:18][CH2:19][NH:20][C:21](=[O:29])[C:22]3[CH:27]=[CH:26][C:25](I)=[CH:24][CH:23]=3)=[N:14][S:15][C:11]=2[CH:10]=1)(=[O:8])=[O:7])([CH3:4])([CH3:3])[CH3:2].[CH3:32][O:33][C:34]1[CH:39]=[CH:38][C:37](B(O)O)=[CH:36][CH:35]=1.C(=O)([O-])[O-].[Na+].[Na+]. (4) Given the product [CH2:21]([N:13]1[C:14]2[C:19](=[CH:18][CH:17]=[C:16]([Br:20])[CH:15]=2)[C:11]([S:10][C:6]2[CH:5]=[C:4]([CH:9]=[CH:8][CH:7]=2)[C:3]([OH:29])=[O:2])=[C:12]1[CH3:28])[C:22]1[CH:23]=[CH:24][CH:25]=[CH:26][CH:27]=1, predict the reactants needed to synthesize it. The reactants are: C[O:2][C:3](=[O:29])[C:4]1[CH:9]=[CH:8][CH:7]=[C:6]([S:10][C:11]2[C:19]3[C:14](=[CH:15][C:16]([Br:20])=[CH:17][CH:18]=3)[N:13]([CH2:21][C:22]3[CH:27]=[CH:26][CH:25]=[CH:24][CH:23]=3)[C:12]=2[CH3:28])[CH:5]=1.[Li+].[OH-]. (5) The reactants are: [C:1]([O:5][C:6]([N:8]1[CH2:13][CH2:12][N:11]([C:14]2[S:15][C:16]3[CH:22]=[C:21]([C:23]([F:26])([F:25])[F:24])[CH:20]=[CH:19][C:17]=3[N:18]=2)[C@H:10]([CH2:27][OH:28])[CH2:9]1)=[O:7])([CH3:4])([CH3:3])[CH3:2].[CH3:29]I.[H-].[Na+]. Given the product [C:1]([O:5][C:6]([N:8]1[CH2:13][CH2:12][N:11]([C:14]2[S:15][C:16]3[CH:22]=[C:21]([C:23]([F:25])([F:24])[F:26])[CH:20]=[CH:19][C:17]=3[N:18]=2)[C@H:10]([CH2:27][O:28][CH3:29])[CH2:9]1)=[O:7])([CH3:4])([CH3:3])[CH3:2], predict the reactants needed to synthesize it. (6) The reactants are: [C:1]([OH:4])(=[O:3])[CH3:2].[Fe:5]. Given the product [C:1]([O-:4])(=[O:3])[CH3:2].[Fe+3:5].[C:1]([O-:4])(=[O:3])[CH3:2].[C:1]([O-:4])(=[O:3])[CH3:2], predict the reactants needed to synthesize it. (7) Given the product [Br:1][C:2]1[C:3]([O:11][CH3:10])=[N:4][C:5]([CH3:8])=[CH:6][CH:7]=1, predict the reactants needed to synthesize it. The reactants are: [Br:1][C:2]1[C:3](Cl)=[N:4][C:5]([CH3:8])=[CH:6][CH:7]=1.[CH3:10][O-:11].[Na+]. (8) Given the product [Cl:25][C:26]1[CH:35]=[CH:34][C:29]([CH:30]=[CH:31][CH2:32][N:14]2[C:13](=[O:16])[CH:12]=[C:11]([C:17]3[CH:18]=[CH:19][C:20]([O:23][CH3:24])=[CH:21][CH:22]=3)[C:10]([C:4]3[CH:5]=[CH:6][C:7]([O:8][CH3:9])=[C:2]([F:1])[CH:3]=3)=[N:15]2)=[CH:28][CH:27]=1, predict the reactants needed to synthesize it. The reactants are: [F:1][C:2]1[CH:3]=[C:4]([C:10]2[C:11]([C:17]3[CH:22]=[CH:21][C:20]([O:23][CH3:24])=[CH:19][CH:18]=3)=[CH:12][C:13](=[O:16])[NH:14][N:15]=2)[CH:5]=[CH:6][C:7]=1[O:8][CH3:9].[Cl:25][C:26]1[CH:35]=[CH:34][C:29]([CH:30]=[CH:31][CH2:32]Cl)=[CH:28][CH:27]=1. (9) Given the product [F:23][C:24]1[CH:25]=[C:26]([CH2:30][C:31]([N:3]2[C:11]3[C:6](=[CH:7][C:8]([C:12]4[C:20]5[C:15](=[N:16][CH:17]=[N:18][C:19]=5[NH2:21])[N:14]([CH3:22])[N:13]=4)=[CH:9][CH:10]=3)[CH2:5][CH2:4]2)=[O:32])[CH:27]=[CH:28][CH:29]=1, predict the reactants needed to synthesize it. The reactants are: Cl.Cl.[NH:3]1[C:11]2[C:6](=[CH:7][C:8]([C:12]3[C:20]4[C:15](=[N:16][CH:17]=[N:18][C:19]=4[NH2:21])[N:14]([CH3:22])[N:13]=3)=[CH:9][CH:10]=2)[CH2:5][CH2:4]1.[F:23][C:24]1[CH:25]=[C:26]([CH2:30][C:31](O)=[O:32])[CH:27]=[CH:28][CH:29]=1.CN(C(ON1N=NC2C=CC=NC1=2)=[N+](C)C)C.F[P-](F)(F)(F)(F)F.CCN(C(C)C)C(C)C.